From a dataset of Full USPTO retrosynthesis dataset with 1.9M reactions from patents (1976-2016). Predict the reactants needed to synthesize the given product. (1) The reactants are: COC[O:4][C:5]1[C:9](/[CH:10]=[CH:11]/[C:12]2[N:13]=[C:14]([N:18]3[CH2:23][CH2:22][CH2:21][CH2:20][CH2:19]3)[S:15][C:16]=2[CH3:17])=[CH:8][N:7]([C:24]2[CH:29]=[CH:28][CH:27]=[CH:26][CH:25]=2)[N:6]=1.[ClH:30]. Given the product [ClH:30].[CH3:17][C:16]1[S:15][C:14]([N:18]2[CH2:23][CH2:22][CH2:21][CH2:20][CH2:19]2)=[N:13][C:12]=1/[CH:11]=[CH:10]/[C:9]1[C:5]([OH:4])=[N:6][N:7]([C:24]2[CH:29]=[CH:28][CH:27]=[CH:26][CH:25]=2)[CH:8]=1, predict the reactants needed to synthesize it. (2) Given the product [CH3:5][C:6]1[CH:11]=[C:10]([N+:1]([O-:4])=[O:3])[C:9]([N+:12]([O-:14])=[O:13])=[CH:8][C:7]=1[OH:15], predict the reactants needed to synthesize it. The reactants are: [N+:1]([O-:4])([OH:3])=O.[CH3:5][C:6]1[CH:11]=[CH:10][C:9]([N+:12]([O-:14])=[O:13])=[CH:8][C:7]=1[OH:15]. (3) Given the product [CH3:1][C:2]1([S:15][CH3:17])[CH2:3][CH2:4][N:5]([C:8]([O:10][C:11]([CH3:14])([CH3:13])[CH3:12])=[O:9])[CH2:6][CH2:7]1, predict the reactants needed to synthesize it. The reactants are: [CH3:1][C:2]1([SH:15])[CH2:7][CH2:6][N:5]([C:8]([O:10][C:11]([CH3:14])([CH3:13])[CH3:12])=[O:9])[CH2:4][CH2:3]1.[Li+].[CH3:17][Si]([N-][Si](C)(C)C)(C)C.CI.